From a dataset of Catalyst prediction with 721,799 reactions and 888 catalyst types from USPTO. Predict which catalyst facilitates the given reaction. (1) Reactant: [C:1]([C:4]1[CH:44]=[CH:43][C:7]([O:8][C@H:9]2[CH2:14][CH2:13][C@H:12]([N:15]3[C:20](=[O:21])[C:19]([CH2:22][C:23]4[CH:28]=[CH:27][C:26]([C:29]5[C:30]([C:35]#[N:36])=[CH:31][CH:32]=[CH:33][CH:34]=5)=[CH:25][CH:24]=4)=[C:18]([CH2:37][CH2:38][CH3:39])[N:17]4[N:40]=[CH:41][N:42]=[C:16]34)[CH2:11][CH2:10]2)=[CH:6][CH:5]=1)(=[O:3])[CH3:2].[CH3:45][Mg]Br.Cl. The catalyst class is: 7. Product: [OH:3][C:1]([C:4]1[CH:5]=[CH:6][C:7]([O:8][C@H:9]2[CH2:14][CH2:13][C@H:12]([N:15]3[C:20](=[O:21])[C:19]([CH2:22][C:23]4[CH:28]=[CH:27][C:26]([C:29]5[C:30]([C:35]#[N:36])=[CH:31][CH:32]=[CH:33][CH:34]=5)=[CH:25][CH:24]=4)=[C:18]([CH2:37][CH2:38][CH3:39])[N:17]4[N:40]=[CH:41][N:42]=[C:16]34)[CH2:11][CH2:10]2)=[CH:43][CH:44]=1)([CH3:45])[CH3:2]. (2) Reactant: [Cl:1][C:2]1[C:7]([F:8])=[CH:6][N:5]=[C:4]([CH:9]([CH:13]2[CH2:15][CH2:14]2)[C:10]([NH2:12])=[O:11])[C:3]=1[CH3:16].Cl[C:18](Cl)([O:20]C(=O)OC(Cl)(Cl)Cl)Cl.CC(C)([O-])C.[K+].O. Product: [Cl:1][C:2]1[C:7]([F:8])=[CH:6][N:5]2[C:18](=[O:20])[NH:12][C:10](=[O:11])[C:9]([CH:13]3[CH2:15][CH2:14]3)=[C:4]2[C:3]=1[CH3:16]. The catalyst class is: 4. (3) The catalyst class is: 27. Reactant: [NH2:1][N:2]1[C:7]([C:8]2[C:13]([F:14])=[CH:12][CH:11]=[CH:10][C:9]=2[F:15])=[C:6]([Cl:16])[N:5]=[C:4]([N:17]2[CH:21]=[CH:20][CH:19]=[N:18]2)[C:3]1=[O:22].Cl.[CH3:24][C:25]([CH3:27])=O. Product: [Cl:16][C:6]1[N:5]=[C:4]([N:17]2[CH:21]=[CH:20][CH:19]=[N:18]2)[C:3](=[O:22])[N:2]([N:1]=[C:25]([CH3:27])[CH3:24])[C:7]=1[C:8]1[C:9]([F:15])=[CH:10][CH:11]=[CH:12][C:13]=1[F:14]. (4) Reactant: [CH2:1]1[C:9]2[C:4](=[CH:5][CH:6]=[CH:7][CH:8]=2)[CH2:3][CH:2]1[C:10](O)=[O:11].[H-].[H-].[H-].[H-].[Li+].[Al+3]. Product: [CH2:3]1[C:4]2[C:9](=[CH:8][CH:7]=[CH:6][CH:5]=2)[CH2:1][CH:2]1[CH2:10][OH:11]. The catalyst class is: 49.